The task is: Predict which catalyst facilitates the given reaction.. This data is from Catalyst prediction with 721,799 reactions and 888 catalyst types from USPTO. The catalyst class is: 38. Product: [I:17][C:16]1[N:11]2[N:10]=[C:9]([C:6]3([C:4]([OH:5])=[O:3])[CH2:8][CH2:7]3)[N:20]=[C:12]2[C:13]([O:18][CH3:19])=[CH:14][CH:15]=1. Reactant: C([O:3][C:4]([C:6]1([C:9]2[N:20]=[C:12]3[C:13]([O:18][CH3:19])=[CH:14][CH:15]=[C:16]([I:17])[N:11]3[N:10]=2)[CH2:8][CH2:7]1)=[O:5])C.[Li+].[OH-].